The task is: Predict the product of the given reaction.. This data is from Forward reaction prediction with 1.9M reactions from USPTO patents (1976-2016). (1) Given the reactants [Br:1][C:2]1[CH:3]=[C:4]2[C:12](=[C:13]([C:15](=[O:17])[NH2:16])[CH:14]=1)[NH:11][C:10]1[CH:9]=[C:8]([C:18]([OH:20])=O)[CH:7]=[CH:6][C:5]2=1.[NH:21]1[CH2:26][CH2:25][O:24][CH2:23][CH2:22]1.CN(C(ON1N=NC2C=CC=NC1=2)=[N+](C)C)C.F[P-](F)(F)(F)(F)F.O, predict the reaction product. The product is: [Br:1][C:2]1[CH:14]=[C:13]([C:15]([NH2:16])=[O:17])[C:12]2[NH:11][C:10]3[C:5]([C:4]=2[CH:3]=1)=[CH:6][CH:7]=[C:8]([C:18]([N:21]1[CH2:26][CH2:25][O:24][CH2:23][CH2:22]1)=[O:20])[CH:9]=3. (2) The product is: [Br:1][C:2]1[CH:3]=[C:4]([NH:8][C:9](=[O:13])[O:10][CH2:11][CH3:12])[C:5]([N+:14]([O-:16])=[O:15])=[N:6][CH:7]=1. Given the reactants [Br:1][C:2]1[CH:3]=[C:4]([NH:8][C:9](=[O:13])[O:10][CH2:11][CH3:12])[CH:5]=[N:6][CH:7]=1.[N+:14]([O-])([OH:16])=[O:15].N, predict the reaction product.